This data is from Reaction yield outcomes from USPTO patents with 853,638 reactions. The task is: Predict the reaction yield, written as a fraction of the theoretical maximum amount of product (1.0 means a 100% yield; for example, 0.34 means a 34% yield). (1) The reactants are [NH2:1][C:2]1[C:10]([Cl:11])=[CH:9][CH:8]=[CH:7][C:3]=1[C:4]([OH:6])=[O:5].[Br:12]Br.Br. The catalyst is C(Cl)(Cl)Cl. The product is [NH2:1][C:2]1[C:10]([Cl:11])=[CH:9][C:8]([Br:12])=[CH:7][C:3]=1[C:4]([OH:6])=[O:5]. The yield is 0.870. (2) The reactants are [CH2:1]([S-:3])[CH3:2].[Na+].[N+]([C:8]1[CH:9]=[CH:10][C:11]([C:14]([O:16]C)=[O:15])=[N:12][CH:13]=1)([O-])=O.C(O)(=O)C. The catalyst is CN(C=O)C. The product is [CH2:1]([S:3][C:8]1[CH:9]=[CH:10][C:11]([C:14]([OH:16])=[O:15])=[N:12][CH:13]=1)[CH3:2]. The yield is 0.790.